Dataset: Full USPTO retrosynthesis dataset with 1.9M reactions from patents (1976-2016). Task: Predict the reactants needed to synthesize the given product. The reactants are: [F:1][C:2]1[CH:3]=[C:4]2[C:8](=[CH:9][CH:10]=1)[N:7]([CH2:11][C:12]1[CH:17]=[CH:16][C:15]([N+:18]([O-])=O)=[CH:14][CH:13]=1)[N:6]=[C:5]2[CH2:21][C:22]([O:24][CH2:25][CH3:26])=[O:23].C(OCC)(=O)C. Given the product [NH2:18][C:15]1[CH:14]=[CH:13][C:12]([CH2:11][N:7]2[C:8]3[C:4](=[CH:3][C:2]([F:1])=[CH:10][CH:9]=3)[C:5]([CH2:21][C:22]([O:24][CH2:25][CH3:26])=[O:23])=[N:6]2)=[CH:17][CH:16]=1, predict the reactants needed to synthesize it.